This data is from Reaction yield outcomes from USPTO patents with 853,638 reactions. The task is: Predict the reaction yield, written as a fraction of the theoretical maximum amount of product (1.0 means a 100% yield; for example, 0.34 means a 34% yield). (1) The reactants are [Li+].CC([N-][CH:6]([CH3:8])[CH3:7])C.[CH2:9]([O:11][C:12](=[O:17])[CH2:13][CH2:14][CH:15]=[CH2:16])[CH3:10].Br[CH2:19]C(C)=C. The yield is 1.00. The product is [CH2:9]([O:11][C:12](=[O:17])[CH:13]([CH2:8][CH:6]=[CH2:7])[CH2:14][C:15]([CH3:19])=[CH2:16])[CH3:10]. The catalyst is C1COCC1. (2) The reactants are [ClH:1].O1CCOCC1.[N:8]1[CH:13]=[CH:12][CH:11]=[C:10]([O:14][CH2:15][CH:16]2[CH2:21][N:20](C(OC(C)(C)C)=O)[CH2:19][CH2:18][N:17]2[C:29]([O:31][CH:32]2[CH2:37][CH2:36][N:35]([C:38](=[O:40])[CH3:39])[CH2:34][CH2:33]2)=[O:30])[CH:9]=1. The catalyst is CO. The product is [ClH:1].[ClH:1].[N:8]1[CH:13]=[CH:12][CH:11]=[C:10]([O:14][CH2:15][CH:16]2[CH2:21][NH:20][CH2:19][CH2:18][N:17]2[C:29]([O:31][CH:32]2[CH2:37][CH2:36][N:35]([C:38](=[O:40])[CH3:39])[CH2:34][CH2:33]2)=[O:30])[CH:9]=1. The yield is 0.970. (3) The reactants are [CH3:1][N:2]([CH3:21])[CH2:3][CH:4]([N:15]1[CH2:20][CH2:19][NH:18][CH2:17][CH2:16]1)[C:5]1[CH:10]=[CH:9][C:8]([C:11]([F:14])([F:13])[F:12])=[CH:7][CH:6]=1.Cl[C:23]1[C:24]2[CH2:31][CH2:30][NH:29][C:25]=2[N:26]=[CH:27][N:28]=1.C(=O)([O-])[O-].[K+].[K+].C(OCC)C.CCCCCC. The catalyst is CS(C)=O.O. The product is [N:26]1[C:25]2[NH:29][CH2:30][CH2:31][C:24]=2[C:23]([N:18]2[CH2:19][CH2:20][N:15]([CH:4]([C:5]3[CH:10]=[CH:9][C:8]([C:11]([F:13])([F:14])[F:12])=[CH:7][CH:6]=3)[CH2:3][N:2]([CH3:21])[CH3:1])[CH2:16][CH2:17]2)=[N:28][CH:27]=1. The yield is 0.0820.